From a dataset of Full USPTO retrosynthesis dataset with 1.9M reactions from patents (1976-2016). Predict the reactants needed to synthesize the given product. (1) Given the product [CH3:5][C:2]([C:6]1[CH:7]=[CH:8][C:9]([O:12][C:15](=[S:16])[N:14]([CH3:18])[CH3:13])=[CH:10][CH:11]=1)([CH3:1])[CH2:3][CH3:4], predict the reactants needed to synthesize it. The reactants are: [CH3:1][C:2]([C:6]1[CH:11]=[CH:10][C:9]([OH:12])=[CH:8][CH:7]=1)([CH3:5])[CH2:3][CH3:4].[CH3:13][N:14]([CH3:18])[C:15](Cl)=[S:16].C1N2CCN(CC2)C1. (2) Given the product [Br:9][C:10]1[CH:11]=[CH:12][C:13]([S:16]([N:19]2[CH2:20][CH2:21][C:22]3([O:25][CH2:2]3)[CH2:23][CH2:24]2)(=[O:17])=[O:18])=[CH:14][CH:15]=1, predict the reactants needed to synthesize it. The reactants are: [I-].[CH3:2][S+](C)(C)=O.[H-].[Na+].[Br:9][C:10]1[CH:15]=[CH:14][C:13]([S:16]([N:19]2[CH2:24][CH2:23][C:22](=[O:25])[CH2:21][CH2:20]2)(=[O:18])=[O:17])=[CH:12][CH:11]=1.